This data is from Full USPTO retrosynthesis dataset with 1.9M reactions from patents (1976-2016). The task is: Predict the reactants needed to synthesize the given product. Given the product [OH:39][CH2:38][C:37]([NH:36][C:5]([NH:6][C:7]1[C:8]([CH3:32])=[C:9]([C:26]2[CH:27]=[CH:28][CH:29]=[CH:30][CH:31]=2)[C:10]2[O:14][CH2:13][CH:12]([C:15]3[CH:20]=[CH:19][C:18]([CH:21]([CH3:22])[CH3:23])=[CH:17][CH:16]=3)[C:11]=2[C:24]=1[CH3:25])=[O:4])([CH3:41])[CH3:40], predict the reactants needed to synthesize it. The reactants are: ClC(Cl)(Cl)C[O:4][C:5](=O)[NH:6][C:7]1[C:8]([CH3:32])=[C:9]([C:26]2[CH:31]=[CH:30][CH:29]=[CH:28][CH:27]=2)[C:10]2[O:14][CH2:13][CH:12]([C:15]3[CH:20]=[CH:19][C:18]([CH:21]([CH3:23])[CH3:22])=[CH:17][CH:16]=3)[C:11]=2[C:24]=1[CH3:25].[NH2:36][C:37]([CH3:41])([CH3:40])[CH2:38][OH:39].